This data is from Reaction yield outcomes from USPTO patents with 853,638 reactions. The task is: Predict the reaction yield, written as a fraction of the theoretical maximum amount of product (1.0 means a 100% yield; for example, 0.34 means a 34% yield). (1) The reactants are S(=O)(=O)(O)O.[Cl:6][C:7]1[C:8]([Cl:16])=[N:9][CH:10]=[C:11]([CH:15]=1)[C:12]([OH:14])=[O:13].[C:17](=O)(O)[O-].[Na+]. The catalyst is CO. The product is [CH3:17][O:13][C:12](=[O:14])[C:11]1[CH:15]=[C:7]([Cl:6])[C:8]([Cl:16])=[N:9][CH:10]=1. The yield is 0.970. (2) The reactants are BrC1SC2C=C(C(OCC)=O)C=CC=2N=1.FC1(F)CCNCC1.C([O-])([O-])=O.[Cs+].[Cs+].[F:30][C:31]1([F:51])[CH2:36][CH2:35][N:34]([C:37]2[S:38][C:39]3[CH:45]=[C:44]([C:46]([O:48]CC)=[O:47])[CH:43]=[CH:42][C:40]=3[N:41]=2)[CH2:33][CH2:32]1.Cl. The catalyst is CC#N.O. The product is [F:51][C:31]1([F:30])[CH2:36][CH2:35][N:34]([C:37]2[S:38][C:39]3[CH:45]=[C:44]([C:46]([OH:48])=[O:47])[CH:43]=[CH:42][C:40]=3[N:41]=2)[CH2:33][CH2:32]1. The yield is 0.990. (3) The reactants are [Cl:1][C:2]1[CH:7]=[CH:6][CH:5]=[CH:4][C:3]=1[C:8]1[C:12]([C:13](Cl)=[O:14])=[C:11]([CH3:16])[O:10][N:9]=1.FC(F)(F)C(O)=O.[OH:24]/[N:25]=[C:26](\[NH2:36])/[CH2:27][C:28]1[CH:33]=[CH:32][C:31]([O:34][CH3:35])=[CH:30][CH:29]=1.C(N(C(C)C)CC)(C)C. The catalyst is C1COCC1. The product is [Cl:1][C:2]1[CH:7]=[CH:6][CH:5]=[CH:4][C:3]=1[C:8]1[C:12]([C:13]([O:24]/[N:25]=[C:26](\[NH2:36])/[CH2:27][C:28]2[CH:33]=[CH:32][C:31]([O:34][CH3:35])=[CH:30][CH:29]=2)=[O:14])=[C:11]([CH3:16])[O:10][N:9]=1. The yield is 0.730. (4) The reactants are [CH:1]1([C@H:7]([NH:16][CH2:17][C:18]2[CH:23]=[CH:22][C:21](/[CH:24]=[CH:25]/[C:26]([NH:28][O:29][CH:30]([O:32][CH2:33][CH:34]([CH3:36])[CH3:35])[CH3:31])=[O:27])=[CH:20][CH:19]=2)[C:8]([O:10]C2CCCC2)=[O:9])[CH2:6][CH2:5][CH2:4][CH2:3][CH2:2]1. The yield is 0.530. The product is [CH:1]1([C@H:7]([NH:16][CH2:17][C:18]2[CH:23]=[CH:22][C:21](/[CH:24]=[CH:25]/[C:26]([NH:28][O:29][CH:30]([O:32][CH2:33][CH:34]([CH3:36])[CH3:35])[CH3:31])=[O:27])=[CH:20][CH:19]=2)[C:8]([OH:10])=[O:9])[CH2:6][CH2:5][CH2:4][CH2:3][CH2:2]1. The catalyst is CO. (5) The reactants are C([N:8]1[CH2:13][CH2:12][C@@H:11]([O:14][CH3:15])[C@H:10]([NH:16][C:17](=[O:23])[O:18][C:19]([CH3:22])([CH3:21])[CH3:20])[CH2:9]1)C1C=CC=CC=1.[H][H]. The catalyst is CO.[Pd]. The product is [CH3:15][O:14][C@@H:11]1[CH2:12][CH2:13][NH:8][CH2:9][C@H:10]1[NH:16][C:17](=[O:23])[O:18][C:19]([CH3:21])([CH3:20])[CH3:22]. The yield is 1.00. (6) The reactants are [NH2:1][C:2]1[C:11]2[CH:10]=[CH:9][C:8]([F:12])=[C:7](Br)[C:6]=2[N:5]=[C:4]2[CH2:14][N:15]([CH2:18][CH3:19])[C:16](=[O:17])[C:3]=12.[CH3:20][O:21][C:22]1[CH:23]=[C:24](B(O)O)[CH:25]=[CH:26][C:27]=1[O:28][CH3:29]. No catalyst specified. The product is [NH2:1][C:2]1[C:11]2[CH:10]=[CH:9][C:8]([F:12])=[C:7]([C:25]3[CH:24]=[CH:23][C:22]([O:21][CH3:20])=[C:27]([O:28][CH3:29])[CH:26]=3)[C:6]=2[N:5]=[C:4]2[CH2:14][N:15]([CH2:18][CH3:19])[C:16](=[O:17])[C:3]=12. The yield is 0.442. (7) The reactants are [F:1][C:2]1[CH:7]=[C:6]([N+:8]([O-])=O)[CH:5]=[CH:4][C:3]=1[N:11]1[CH:15]=[CH:14][CH:13]=[N:12]1.[BH4-].[Na+]. The catalyst is CO.C(OCC)(=O)C.O.O.O.O.O.O.[Ni](Cl)Cl. The product is [F:1][C:2]1[CH:7]=[C:6]([NH2:8])[CH:5]=[CH:4][C:3]=1[N:11]1[CH:15]=[CH:14][CH:13]=[N:12]1. The yield is 0.900.